From a dataset of Catalyst prediction with 721,799 reactions and 888 catalyst types from USPTO. Predict which catalyst facilitates the given reaction. (1) Reactant: [C:1]1([C:7]2[C:11]([C:12]3[C:17](=[O:18])[CH:16]=[CH:15][N:14]([C:19]4[CH:24]=[CH:23][CH:22]=[C:21]([C:25]([F:28])([F:27])[F:26])[CH:20]=4)[N:13]=3)=[CH:10][N:9](C(C3C=CC=CC=3)(C3C=CC=CC=3)C3C=CC=CC=3)[N:8]=2)[CH:6]=[CH:5][CH:4]=[CH:3][CH:2]=1.C(O)(C(F)(F)F)=O.[OH-].[Na+]. Product: [C:1]1([C:7]2[C:11]([C:12]3[C:17](=[O:18])[CH:16]=[CH:15][N:14]([C:19]4[CH:24]=[CH:23][CH:22]=[C:21]([C:25]([F:26])([F:27])[F:28])[CH:20]=4)[N:13]=3)=[CH:10][NH:9][N:8]=2)[CH:6]=[CH:5][CH:4]=[CH:3][CH:2]=1. The catalyst class is: 2. (2) Reactant: [OH-].[Na+:2].O.[CH3:4][C:5]1[CH:6]=[N:7][C:8]([CH2:14][S+:15]([O-:27])[C:16]2[NH:17][C:18]3[CH:19]=[CH:20][C:21]([O:25][CH3:26])=[CH:22][C:23]=3[N:24]=2)=[C:9]([CH3:13])[C:10]=1[O:11][CH3:12]. Product: [CH3:4][C:5]1[CH:6]=[N:7][C:8]([CH2:14][S+:15]([O-:27])[C:16]2[N-:17][C:18]3[CH:19]=[CH:20][C:21]([O:25][CH3:26])=[CH:22][C:23]=3[N:24]=2)=[C:9]([CH3:13])[C:10]=1[O:11][CH3:12].[Na+:2]. The catalyst class is: 5.